This data is from Peptide-MHC class I binding affinity with 185,985 pairs from IEDB/IMGT. The task is: Regression. Given a peptide amino acid sequence and an MHC pseudo amino acid sequence, predict their binding affinity value. This is MHC class I binding data. (1) The peptide sequence is TTDDSTSYY. The MHC is HLA-A02:16 with pseudo-sequence HLA-A02:16. The binding affinity (normalized) is 0.0847. (2) The peptide sequence is FHSRFVQAL. The MHC is HLA-B07:02 with pseudo-sequence HLA-B07:02. The binding affinity (normalized) is 0.0847. (3) The peptide sequence is SRHQRLHDE. The MHC is HLA-B08:01 with pseudo-sequence HLA-B08:01. The binding affinity (normalized) is 0.435. (4) The peptide sequence is RPALVVDTP. The MHC is HLA-B51:01 with pseudo-sequence HLA-B51:01. The binding affinity (normalized) is 0.0847. (5) The peptide sequence is EAFPYEITE. The MHC is HLA-B27:05 with pseudo-sequence HLA-B27:05. The binding affinity (normalized) is 0.0847. (6) The peptide sequence is VSLATKRL. The MHC is H-2-Db with pseudo-sequence H-2-Db. The binding affinity (normalized) is 0. (7) The peptide sequence is QLLSAVDYI. The MHC is HLA-A02:01 with pseudo-sequence HLA-A02:01. The binding affinity (normalized) is 0.552.